Dataset: Full USPTO retrosynthesis dataset with 1.9M reactions from patents (1976-2016). Task: Predict the reactants needed to synthesize the given product. (1) Given the product [C:22]([OH:54])(=[O:23])[CH3:25].[C:53]([OH:54])(=[O:56])[CH3:1].[CH3:1][C:2]1[CH:6]=[C:5]([C:7]2[CH:12]=[CH:11][CH:10]=[CH:9][CH:8]=2)[N:4]([C:13]2[CH:14]=[CH:15][C:16]([C:29]3[C:37]4[C:32](=[N:33][CH:34]=[N:35][C:36]=4[NH2:38])[N:31]([C@H:39]4[CH2:40][CH2:41][C@H:42]([N:45]5[CH2:46][CH2:47][N:48]([CH3:51])[CH2:49][CH2:50]5)[CH2:43][CH2:44]4)[N:30]=3)=[CH:17][CH:18]=2)[N:3]=1, predict the reactants needed to synthesize it. The reactants are: [CH3:1][C:2]1[CH2:6][CH:5]([C:7]2[CH:12]=[CH:11][CH:10]=[CH:9][CH:8]=2)[N:4]([C:13]2[CH:18]=[CH:17][C:16](B3[O:23][C:22]([CH3:25])(C)C(C)(C)O3)=[CH:15][CH:14]=2)[N:3]=1.I[C:29]1[C:37]2[C:32](=[N:33][CH:34]=[N:35][C:36]=2[NH2:38])[N:31]([C@H:39]2[CH2:44][CH2:43][C@H:42]([N:45]3[CH2:50][CH2:49][N:48]([CH3:51])[CH2:47][CH2:46]3)[CH2:41][CH2:40]2)[N:30]=1.O.[C:53](=[O:56])([O-])[O-:54].[Na+].[Na+]. (2) Given the product [O:44]=[S:36]1(=[O:43])[C:37]2[CH:42]=[CH:41][CH:40]=[CH:39][C:38]=2[C:34]([N:28]2[CH2:33][CH2:32][N:31]([CH2:26][CH2:25][CH2:24][N:11]3[C:8]4[CH2:9][CH2:10][N:5]([S:2]([CH3:1])(=[O:4])=[O:3])[CH2:6][C:7]=4[C:13]([C:14]4[CH:19]=[CH:18][C:17]([C:20]([F:23])([F:22])[F:21])=[CH:16][CH:15]=4)=[N:12]3)[CH2:30][CH2:29]2)=[N:35]1, predict the reactants needed to synthesize it. The reactants are: [CH3:1][S:2]([N:5]1[CH2:10][CH2:9][C:8]2[N:11]([CH2:24][CH2:25][CH:26]=O)[N:12]=[C:13]([C:14]3[CH:19]=[CH:18][C:17]([C:20]([F:23])([F:22])[F:21])=[CH:16][CH:15]=3)[C:7]=2[CH2:6]1)(=[O:4])=[O:3].[N:28]1([C:34]2[C:38]3[CH:39]=[CH:40][CH:41]=[CH:42][C:37]=3[S:36](=[O:44])(=[O:43])[N:35]=2)[CH2:33][CH2:32][NH:31][CH2:30][CH2:29]1.CC(O)=O.[BH-](OC(C)=O)(OC(C)=O)OC(C)=O.[Na+].C([O-])(O)=O.[Na+]. (3) The reactants are: [Cl:1][C:2]1[CH:3]=[C:4]([CH2:12][OH:13])[CH:5]=[C:6]([C:8]([F:11])([F:10])[F:9])[CH:7]=1.C1N=CN([C:19](N2C=NC=C2)=[O:20])C=1.[N:26]1[N:30]2[CH2:31][CH2:32][CH2:33][NH:34][CH2:35][C:29]2=[CH:28][C:27]=1[C:36]([O:38][CH2:39][CH3:40])=[O:37]. Given the product [N:26]1[N:30]2[CH2:31][CH2:32][CH2:33][N:34]([C:19]([O:13][CH2:12][C:4]3[CH:5]=[C:6]([C:8]([F:10])([F:11])[F:9])[CH:7]=[C:2]([Cl:1])[CH:3]=3)=[O:20])[CH2:35][C:29]2=[CH:28][C:27]=1[C:36]([O:38][CH2:39][CH3:40])=[O:37], predict the reactants needed to synthesize it.